From a dataset of Forward reaction prediction with 1.9M reactions from USPTO patents (1976-2016). Predict the product of the given reaction. Given the reactants [CH2:1]([O:8][C@H:9]1[CH2:13][C@@H:12]([O:14][Si](C)(C)C)[CH:11]=[C:10]1[CH2:19][O:20][CH2:21][C:22]1[CH:27]=[CH:26][CH:25]=[CH:24][CH:23]=1)[C:2]1[CH:7]=[CH:6][CH:5]=[CH:4][CH:3]=1.[H][H].Cl, predict the reaction product. The product is: [CH2:1]([O:8][C@@H:9]1[C@H:10]([CH2:19][O:20][CH2:21][C:22]2[CH:27]=[CH:26][CH:25]=[CH:24][CH:23]=2)[CH2:11][C@H:12]([OH:14])[CH2:13]1)[C:2]1[CH:3]=[CH:4][CH:5]=[CH:6][CH:7]=1.